From a dataset of Reaction yield outcomes from USPTO patents with 853,638 reactions. Predict the reaction yield, written as a fraction of the theoretical maximum amount of product (1.0 means a 100% yield; for example, 0.34 means a 34% yield). (1) No catalyst specified. The reactants are Br[C:2]1[CH:3]=[C:4]2[CH2:10][CH2:9][N:8]([Si](C(C)(C)C)(C)C)[C:5]2=[N:6][CH:7]=1.[C:18]([Li])([CH3:21])(C)C.[CH3:23][CH2:24][CH2:25][CH2:26][CH3:27].C[CH2:29][O:30]CC. The product is [NH:8]1[C:5]2=[N:6][CH:7]=[C:2]([CH:29]([C:25]3[CH:26]=[CH:27][C:18]([CH3:21])=[CH:23][CH:24]=3)[OH:30])[CH:3]=[C:4]2[CH2:10][CH2:9]1. The yield is 0.190. (2) The yield is 0.860. The reactants are [Cl:1][C:2]1[CH:7]=[CH:6][N:5]=[C:4]2[CH:8]=[CH:9][S:10][C:3]=12.C1C[O:14][CH2:13]C1.CN(C=O)C. The catalyst is O. The product is [Cl:1][C:2]1[CH:7]=[CH:6][N:5]=[C:4]2[CH:8]=[C:9]([CH:13]=[O:14])[S:10][C:3]=12. (3) The reactants are [CH2:1]([N:8]1[CH2:13][CH2:12][C:11]([C:15]2[CH:20]=[CH:19][CH:18]=[C:17]([O:21][CH3:22])[CH:16]=2)(O)[CH2:10][CH2:9]1)[C:2]1[CH:7]=[CH:6][CH:5]=[CH:4][CH:3]=1.[C:23]1([OH:29])[CH:28]=[CH:27][CH:26]=[CH:25][CH:24]=1.[Al+3].[Cl-].[Cl-].[Cl-]. The catalyst is [NH4+].[OH-]. The product is [CH2:1]([N:8]1[CH2:13][CH2:12][C:11]([C:26]2[CH:27]=[CH:28][C:23]([OH:29])=[CH:24][CH:25]=2)([C:15]2[CH:20]=[CH:19][CH:18]=[C:17]([O:21][CH3:22])[CH:16]=2)[CH2:10][CH2:9]1)[C:2]1[CH:7]=[CH:6][CH:5]=[CH:4][CH:3]=1. The yield is 0.730. (4) The reactants are [Cl:1][C:2]1[CH:7]=[CH:6][CH:5]=[C:4]([Cl:8])[C:3]=1[C:9]1[C:13]([CH2:14][O:15][C:16]2[CH:17]=[C:18]3[C:22](=[CH:23][CH:24]=2)[NH:21][CH:20]=[CH:19]3)=[C:12]([CH:25]([CH3:27])[CH3:26])[O:11][N:10]=1.C(N(CC)C(C)C)(C)C.[CH3:37][O:38][C:39](=[O:48])[C:40]1[CH:45]=[CH:44][CH:43]=[C:42]([CH2:46]Br)[CH:41]=1.[Cl-].[NH4+]. The catalyst is [I-].C([N+](CCCC)(CCCC)CCCC)CCC.FC(F)(F)S([O-])(=O)=O.[Zn+2].FC(F)(F)S([O-])(=O)=O.C(OCC)(=O)C.O.C1(C)C=CC=CC=1. The product is [Cl:1][C:2]1[CH:7]=[CH:6][CH:5]=[C:4]([Cl:8])[C:3]=1[C:9]1[C:13]([CH2:14][O:15][C:16]2[CH:17]=[C:18]3[C:22](=[CH:23][CH:24]=2)[NH:21][CH:20]=[C:19]3[CH2:46][C:42]2[CH:41]=[C:40]([CH:45]=[CH:44][CH:43]=2)[C:39]([O:38][CH3:37])=[O:48])=[C:12]([CH:25]([CH3:27])[CH3:26])[O:11][N:10]=1. The yield is 0.590. (5) The reactants are O=C1CCC(=O)N1[O:8][C:9](=O)[C:10]1[CH:15]=[CH:14][CH:13]=[CH:12][C:11]=1[C:16]1[C:17]2[C:22]([O:23][C:24]3[C:29]=1[CH:28]=[CH:27][C:26](=[O:30])[CH:25]=3)=[CH:21][C:20]([OH:31])=[CH:19][CH:18]=2.O[N:34]1[C:38](=O)CC[C:35]1=O.C1(N=C=NC2CCCCC2)CCCCC1.Cl.CNC.C(N(CC)CC)C. The catalyst is C(#N)C.O1CCCC1.C(#N)C.O. The product is [OH:31][C:20]1[CH:19]=[CH:18][C:17]2[CH:16]([C:11]3[CH:12]=[CH:13][CH:14]=[CH:15][C:10]=3[C:9]([N:34]([CH3:38])[CH3:35])=[O:8])[C:29]3[C:24]([O:23][C:22]=2[CH:21]=1)=[CH:25][C:26]([OH:30])=[CH:27][CH:28]=3. The yield is 0.890. (6) The reactants are C(OC(=O)[NH:7][C:8]1[S:9][C:10]2[CH2:19][CH:18]([CH3:20])[CH2:17][C:16]3[C:12](=[CH:13][N:14]([CH2:21][C:22]4[CH:27]=[CH:26][C:25]([O:28][CH3:29])=[CH:24][CH:23]=4)[N:15]=3)[C:11]=2[N:30]=1)(C)(C)C. The catalyst is C(O)(C(F)(F)F)=O.C(Cl)Cl. The product is [CH3:29][O:28][C:25]1[CH:24]=[CH:23][C:22]([CH2:21][N:14]2[CH:13]=[C:12]3[C:16]([CH2:17][CH:18]([CH3:20])[CH2:19][C:10]4[S:9][C:8]([NH2:7])=[N:30][C:11]=43)=[N:15]2)=[CH:27][CH:26]=1. The yield is 0.910. (7) The reactants are [Cl:1][C:2]1[CH:10]=[C:9]2[C:5]([C:6]([CH:11]=O)=[CH:7][NH:8]2)=[CH:4][CH:3]=1.[CH:13]([NH2:15])=O.[BH4-].[Na+].[C-]#N.[K+]. The catalyst is CO. The product is [Cl:1][C:2]1[CH:10]=[C:9]2[C:5]([C:6]([CH2:11][C:13]#[N:15])=[CH:7][NH:8]2)=[CH:4][CH:3]=1. The yield is 0.810.